From a dataset of Forward reaction prediction with 1.9M reactions from USPTO patents (1976-2016). Predict the product of the given reaction. (1) Given the reactants [CH2:1]([N:8]1[CH2:13][CH2:12][C:11]([C:16]2[CH:21]=[CH:20][CH:19]=[CH:18][CH:17]=2)([C:14]#[N:15])[CH2:10][CH2:9]1)[C:2]1[CH:7]=[CH:6][CH:5]=[CH:4][CH:3]=1.[H-].[Al+3].[Li+].[H-].[H-].[H-], predict the reaction product. The product is: [CH2:1]([N:8]1[CH2:9][CH2:10][C:11]([CH2:14][NH2:15])([C:16]2[CH:21]=[CH:20][CH:19]=[CH:18][CH:17]=2)[CH2:12][CH2:13]1)[C:2]1[CH:3]=[CH:4][CH:5]=[CH:6][CH:7]=1. (2) Given the reactants [CH3:1][Mg+].[Br-].Br[C:5]1[C:10]([Br:11])=[CH:9][C:8]([Cl:12])=[CH:7][N:6]=1, predict the reaction product. The product is: [Br:11][C:10]1[C:5]([CH3:1])=[N:6][CH:7]=[C:8]([Cl:12])[CH:9]=1. (3) Given the reactants [C:1]([O:5][C:6](=[O:29])[C:7]([O:10]/[N:11]=[C:12](/[C:16]1[N:17]=[C:18]([NH:21][C:22]([O:24][C:25]([CH3:28])([CH3:27])[CH3:26])=[O:23])[S:19][CH:20]=1)\[C:13]([OH:15])=O)([CH3:9])[CH3:8])([CH3:4])([CH3:3])[CH3:2].CCN(C(C)C)C(C)C.CN(C(ON1N=NC2C=CC=NC1=2)=[N+](C)C)C.F[P-](F)(F)(F)(F)F.[NH2:63][C@@H:64]1[C:67](=[O:68])[NH:66][C@@H:65]1[CH2:69][N:70]1[N:74]=[N:73][C:72]([CH2:75][NH:76][C:77](=[O:83])[O:78][C:79]([CH3:82])([CH3:81])[CH3:80])=[N:71]1, predict the reaction product. The product is: [C:79]([O:78][C:77]([NH:76][CH2:75][C:72]1[N:73]=[N:74][N:70]([CH2:69][C@@H:65]2[C@H:64]([NH:63][C:13](=[O:15])/[C:12](=[N:11]\[O:10][C:7]([CH3:8])([CH3:9])[C:6]([O:5][C:1]([CH3:4])([CH3:3])[CH3:2])=[O:29])/[C:16]3[N:17]=[C:18]([NH:21][C:22]([O:24][C:25]([CH3:26])([CH3:27])[CH3:28])=[O:23])[S:19][CH:20]=3)[C:67](=[O:68])[NH:66]2)[N:71]=1)=[O:83])([CH3:82])([CH3:80])[CH3:81]. (4) Given the reactants [CH2:1]([O:3][C:4](=[O:29])/[CH:5]=[CH:6]/[C:7]1[C:8]([CH3:28])=[N:9][N:10]([CH3:27])[C:11]=1[N:12]1[C:20]2[C:15](=[CH:16][CH:17]=[C:18]([O:21][CH:22]([CH3:26])[C:23](O)=[O:24])[CH:19]=2)[CH:14]=[CH:13]1)[CH3:2].CN(C)C=O.C(Cl)(=O)C(Cl)=O, predict the reaction product. The product is: [OH:24][CH2:23][CH:22]([CH3:26])[O:21][C:18]1[CH:19]=[C:20]2[C:15]([CH:14]=[CH:13][N:12]2[C:11]2[N:10]([CH3:27])[N:9]=[C:8]([CH3:28])[C:7]=2/[CH:6]=[CH:5]/[C:4]([O:3][CH2:1][CH3:2])=[O:29])=[CH:16][CH:17]=1. (5) Given the reactants [F:1][C:2]([F:19])([F:18])[C:3]([N:5]1[CH2:11][CH2:10][C:9]2[CH:12]=[C:13]([OH:16])[CH:14]=[CH:15][C:8]=2[C@H:7]([CH3:17])[CH2:6]1)=[O:4].C(N=P(N(C)C)(N(C)C)N(C)C)(C)(C)C.[CH2:35](Br)[C:36]1[CH:41]=[CH:40][CH:39]=[CH:38][CH:37]=1, predict the reaction product. The product is: [F:19][C:2]([F:1])([F:18])[C:3]([N:5]1[CH2:11][CH2:10][C:9]2[CH:12]=[C:13]([O:16][CH2:35][C:36]3[CH:41]=[CH:40][CH:39]=[CH:38][CH:37]=3)[CH:14]=[CH:15][C:8]=2[C@H:7]([CH3:17])[CH2:6]1)=[O:4].